Dataset: Reaction yield outcomes from USPTO patents with 853,638 reactions. Task: Predict the reaction yield, written as a fraction of the theoretical maximum amount of product (1.0 means a 100% yield; for example, 0.34 means a 34% yield). The reactants are N([O-])=O.[Na+].[CH3:5][N:6]1[CH2:15][CH2:14][C:13]2[C:8](=[C:9](N)[CH:10]=[CH:11][CH:12]=2)[CH2:7]1.[OH-].[Na+].[BrH:19]. The catalyst is O.[Cu]Br.[Cu]. The product is [Br:19][C:9]1[CH:10]=[CH:11][CH:12]=[C:13]2[C:8]=1[CH2:7][N:6]([CH3:5])[CH2:15][CH2:14]2. The yield is 0.650.